From a dataset of Peptide-MHC class I binding affinity with 185,985 pairs from IEDB/IMGT. Regression. Given a peptide amino acid sequence and an MHC pseudo amino acid sequence, predict their binding affinity value. This is MHC class I binding data. (1) The peptide sequence is ITFALKKLI. The MHC is HLA-A11:01 with pseudo-sequence HLA-A11:01. The binding affinity (normalized) is 0. (2) The peptide sequence is MLLTFLTSLL. The MHC is HLA-A68:02 with pseudo-sequence HLA-A68:02. The binding affinity (normalized) is 0.473. (3) The peptide sequence is VPFPVVNAM. The MHC is HLA-B07:02 with pseudo-sequence HLA-B07:02. The binding affinity (normalized) is 0.547. (4) The peptide sequence is QLHAAGVRV. The MHC is HLA-B40:01 with pseudo-sequence HLA-B40:01. The binding affinity (normalized) is 0.0847. (5) The peptide sequence is LIDGISLGL. The MHC is HLA-A01:01 with pseudo-sequence HLA-A01:01. The binding affinity (normalized) is 0.192. (6) The peptide sequence is QARVAIKSL. The MHC is Patr-B0101 with pseudo-sequence Patr-B0101. The binding affinity (normalized) is 0.156. (7) The MHC is HLA-A31:01 with pseudo-sequence HLA-A31:01. The peptide sequence is ILSPFLPLL. The binding affinity (normalized) is 0.360.